This data is from Retrosynthesis with 50K atom-mapped reactions and 10 reaction types from USPTO. The task is: Predict the reactants needed to synthesize the given product. Given the product CC(=O)Nc1nc(C(=O)Oc2ccc(CCOC(=O)NNC(=O)OC(C)(C)C)cc2)cs1, predict the reactants needed to synthesize it. The reactants are: CC(=O)Nc1nc(C(=O)O)cs1.CC(C)(C)OC(=O)NNC(=O)OCCc1ccc(O)cc1.